This data is from Full USPTO retrosynthesis dataset with 1.9M reactions from patents (1976-2016). The task is: Predict the reactants needed to synthesize the given product. (1) The reactants are: [CH2:1]([C@:3]12[CH2:27][CH2:26][C@:25]([C:29]([F:32])([F:31])[F:30])([OH:28])[CH2:24][C@@H:4]1[CH2:5][CH2:6][CH2:7][C:8]1[C:9]2=[CH:10][C:11]2[CH:12]=[N:13][N:14]([C:17]3[CH:22]=[CH:21][C:20]([F:23])=[CH:19][CH:18]=3)[C:15]=2[CH:16]=1)[CH3:2].[H-].[Na+].Br[CH2:36][C:37]([O:39]CC)=O.CO.[NH3:44]. Given the product [CH2:1]([C@:3]12[CH2:27][CH2:26][C@@:25]([O:28][CH2:36][C:37]([NH2:44])=[O:39])([C:29]([F:32])([F:31])[F:30])[CH2:24][C@@H:4]1[CH2:5][CH2:6][CH2:7][C:8]1[C:9]2=[CH:10][C:11]2[CH:12]=[N:13][N:14]([C:17]3[CH:18]=[CH:19][C:20]([F:23])=[CH:21][CH:22]=3)[C:15]=2[CH:16]=1)[CH3:2], predict the reactants needed to synthesize it. (2) Given the product [Si:1]([O:18][CH2:19][C@@H:20]([N:51]([CH2:83][CH2:84][CH:85]([CH3:87])[CH3:86])[S:52]([C:55]1[CH:56]=[CH:57][C:58]([N+:61]([O-:63])=[O:62])=[CH:59][CH:60]=1)(=[O:53])=[O:54])[CH2:21][CH2:22][C:23]1[CH:28]=[CH:27][CH:26]=[CH:25][C:24]=1[NH:29][C:30](=[O:50])[C@H:31]([CH:37]([C:44]1[CH:45]=[CH:46][CH:47]=[CH:48][CH:49]=1)[C:38]1[CH:39]=[CH:40][CH:41]=[CH:42][CH:43]=1)[NH:32][C:33]([O:35][CH3:36])=[O:34])([C:14]([CH3:16])([CH3:17])[CH3:15])([C:8]1[CH:13]=[CH:12][CH:11]=[CH:10][CH:9]=1)[C:2]1[CH:7]=[CH:6][CH:5]=[CH:4][CH:3]=1, predict the reactants needed to synthesize it. The reactants are: [Si:1]([O:18][CH2:19][C@@H:20]([NH:51][S:52]([C:55]1[CH:60]=[CH:59][C:58]([N+:61]([O-:63])=[O:62])=[CH:57][CH:56]=1)(=[O:54])=[O:53])[CH2:21][CH2:22][C:23]1[CH:28]=[CH:27][CH:26]=[CH:25][C:24]=1[NH:29][C:30](=[O:50])[C@H:31]([CH:37]([C:44]1[CH:49]=[CH:48][CH:47]=[CH:46][CH:45]=1)[C:38]1[CH:43]=[CH:42][CH:41]=[CH:40][CH:39]=1)[NH:32][C:33]([O:35][CH3:36])=[O:34])([C:14]([CH3:17])([CH3:16])[CH3:15])([C:8]1[CH:13]=[CH:12][CH:11]=[CH:10][CH:9]=1)[C:2]1[CH:7]=[CH:6][CH:5]=[CH:4][CH:3]=1.C1C=CC(P(C2C=CC=CC=2)C2C=CC=CC=2)=CC=1.[CH2:83](O)[CH2:84][CH:85]([CH3:87])[CH3:86].CC(OC(/N=N/C(OC(C)C)=O)=O)C. (3) Given the product [CH2:2]1[C:3]2([CH2:7][CH:6]([O:13][C:14]3[CH:23]=[C:22]4[C:17]([C:18]([O:24][C:25]5[CH:30]=[CH:29][C:28]([NH:31][C:32]([C:34]6[C:35](=[O:47])[N:36]([C:41]7[CH:42]=[CH:43][CH:44]=[CH:45][CH:46]=7)[N:37]([CH3:40])[C:38]=6[CH3:39])=[O:33])=[CH:27][C:26]=5[F:48])=[CH:19][CH:20]=[N:21]4)=[CH:16][CH:15]=3)[CH2:5][O:4]2)[CH2:1]1, predict the reactants needed to synthesize it. The reactants are: [CH2:1]1[C:3]2([CH2:7][CH:6](CS([O-])(=O)=O)[CH2:5][O:4]2)[CH2:2]1.[OH:13][C:14]1[CH:23]=[C:22]2[C:17]([C:18]([O:24][C:25]3[CH:30]=[CH:29][C:28]([NH:31][C:32]([C:34]4[C:35](=[O:47])[N:36]([C:41]5[CH:46]=[CH:45][CH:44]=[CH:43][CH:42]=5)[N:37]([CH3:40])[C:38]=4[CH3:39])=[O:33])=[CH:27][C:26]=3[F:48])=[CH:19][CH:20]=[N:21]2)=[CH:16][CH:15]=1.C(=O)([O-])[O-].[Cs+].[Cs+].